This data is from Reaction yield outcomes from USPTO patents with 853,638 reactions. The task is: Predict the reaction yield, written as a fraction of the theoretical maximum amount of product (1.0 means a 100% yield; for example, 0.34 means a 34% yield). (1) The reactants are [F:1][C:2]1[CH:7]=[CH:6][C:5]([S:8]([NH:11][C:12]2[CH:17]=[C:16]([N+:18]([O-:20])=[O:19])[CH:15]=[CH:14][C:13]=2F)(=[O:10])=[O:9])=[CH:4][CH:3]=1.C([O-])([O-])=O.[K+].[K+].[CH2:28]([O:32][CH2:33][CH3:34])[CH:29]1[O:31][CH2:30]1. The yield is 0.989. The product is [CH2:33]([O:32][CH2:28][CH:29]1[CH2:30][N:11]([S:8]([C:5]2[CH:6]=[CH:7][C:2]([F:1])=[CH:3][CH:4]=2)(=[O:10])=[O:9])[C:12]2[CH:17]=[C:16]([N+:18]([O-:20])=[O:19])[CH:15]=[CH:14][C:13]=2[O:31]1)[CH3:34]. The catalyst is CN(C=O)C.CCOC(C)=O.O. (2) The reactants are B.C1COCC1.[Br:7][C:8]1[CH:9]=[C:10]2[C:14](=[CH:15][CH:16]=1)[C:13](=O)[NH:12][C:11]2=O.C(OC(OC(C)(C)C)=O)(OC(C)(C)C)=O.[ClH:34].O1CCOCC1. The catalyst is C1COCC1.CO.CCN(CC)CC. The product is [ClH:34].[Br:7][C:8]1[CH:9]=[C:10]2[C:14](=[CH:15][CH:16]=1)[CH2:13][NH:12][CH2:11]2. The yield is 0.428. (3) The catalyst is COCCOC.Cl[Pd](Cl)([P](C1C=CC=CC=1)(C1C=CC=CC=1)C1C=CC=CC=1)[P](C1C=CC=CC=1)(C1C=CC=CC=1)C1C=CC=CC=1. The reactants are I[C:2]1[C:3]([CH3:12])=[CH:4][C:5]([CH3:11])=[C:6]([CH:10]=1)[C:7]([OH:9])=[O:8].[C:13]1(P(C2C=CC=CC=2)C2C=CC=CC=2)[CH:18]=CC=C[CH:14]=1.[Cl-].C([Al+]CC)C.[C]=[O:39]. The product is [CH3:11][C:5]1[CH:4]=[C:3]([CH3:12])[C:2]([C:14](=[O:39])[CH2:13][CH3:18])=[CH:10][C:6]=1[C:7]([OH:9])=[O:8]. The yield is 0.800. (4) The catalyst is CN(C=O)C. The product is [Cl:27][C:12]1[C:11]([C:15]#[N:16])=[CH:10][C:9]([C:17]2[CH:22]=[CH:21][N:20]=[C:19]([S:23][CH3:24])[N:18]=2)=[C:8]([C:5]2[CH:6]=[CH:7][C:2]([F:1])=[CH:3][CH:4]=2)[N:13]=1. The yield is 0.600. The reactants are [F:1][C:2]1[CH:7]=[CH:6][C:5]([C:8]2[N:13]=[C:12](O)[C:11]([C:15]#[N:16])=[CH:10][C:9]=2[C:17]2[CH:22]=[CH:21][N:20]=[C:19]([S:23][CH3:24])[N:18]=2)=[CH:4][CH:3]=1.O=P(Cl)(Cl)[Cl:27]. (5) The reactants are [CH3:1][O:2][C:3](=[O:15])[C:4]1[CH:9]=[CH:8][C:7]([CH:10]=[CH2:11])=[CH:6][C:5]=1[N+:12]([O-])=O. The catalyst is CO.[Pd]. The product is [CH3:1][O:2][C:3](=[O:15])[C:4]1[CH:9]=[CH:8][C:7]([CH2:10][CH3:11])=[CH:6][C:5]=1[NH2:12]. The yield is 0.960. (6) The product is [CH3:1][O:2][C:3]1[CH:4]=[C:5]([CH:6]=[CH:7][C:8]=1[O:9][CH3:10])[CH2:11][CH2:12][NH:14][CH2:15][C:16]1[CH:21]=[CH:20][CH:19]=[CH:18][C:17]=1[N:22]([CH3:27])[S:23]([CH3:26])(=[O:25])=[O:24]. The yield is 0.510. The catalyst is C1COCC1. The reactants are [CH3:1][O:2][C:3]1[CH:4]=[C:5]([CH2:11][C:12]([NH:14][CH2:15][C:16]2[CH:21]=[CH:20][CH:19]=[CH:18][C:17]=2[N:22]([CH3:27])[S:23]([CH3:26])(=[O:25])=[O:24])=O)[CH:6]=[CH:7][C:8]=1[O:9][CH3:10].B.CSC. (7) The reactants are [N:1]1([CH2:6][CH2:7][CH2:8][O:9][C:10]2[CH:15]=[CH:14][C:13]([C:16]3([CH2:22][NH2:23])[CH2:21][CH2:20][O:19][CH2:18][CH2:17]3)=[CH:12][CH:11]=2)[CH2:5][CH2:4][CH2:3][CH2:2]1.C(N(CC)CC)C.[CH3:31][N:32]([CH3:36])[C:33](Cl)=[O:34]. The catalyst is ClCCl. The product is [CH3:31][N:32]([CH3:36])[C:33]([NH:23][CH2:22][C:16]1([C:13]2[CH:14]=[CH:15][C:10]([O:9][CH2:8][CH2:7][CH2:6][N:1]3[CH2:5][CH2:4][CH2:3][CH2:2]3)=[CH:11][CH:12]=2)[CH2:17][CH2:18][O:19][CH2:20][CH2:21]1)=[O:34]. The yield is 0.320.